This data is from Peptide-MHC class II binding affinity with 134,281 pairs from IEDB. The task is: Regression. Given a peptide amino acid sequence and an MHC pseudo amino acid sequence, predict their binding affinity value. This is MHC class II binding data. (1) The peptide sequence is FLFQRAVAREAIIAL. The MHC is HLA-DPA10201-DPB11401 with pseudo-sequence HLA-DPA10201-DPB11401. The binding affinity (normalized) is 0.489. (2) The peptide sequence is YEYKVQQAMSNLVLG. The MHC is H-2-IAb with pseudo-sequence H-2-IAb. The binding affinity (normalized) is 0.351. (3) The peptide sequence is AGATAGTTVYGAFAA. The binding affinity (normalized) is 0. The MHC is HLA-DPA10103-DPB10601 with pseudo-sequence HLA-DPA10103-DPB10601. (4) The peptide sequence is DTEVHNVWATQACVPTDPNP. The MHC is DRB1_1302 with pseudo-sequence DRB1_1302. The binding affinity (normalized) is 0.199. (5) The peptide sequence is VVKVQRPTPKGTVMDII. The MHC is DRB1_0802 with pseudo-sequence DRB1_0802. The binding affinity (normalized) is 0.347. (6) The MHC is DRB1_0101 with pseudo-sequence DRB1_0101. The binding affinity (normalized) is 0.605. The peptide sequence is AVFEAALTKAITAMT. (7) The peptide sequence is FVNQHLCGSHLVEAL. The MHC is DRB1_1602 with pseudo-sequence DRB1_1602. The binding affinity (normalized) is 0.393. (8) The peptide sequence is MIVDTISDFRAAIAN. The MHC is HLA-DQA10301-DQB10301 with pseudo-sequence HLA-DQA10301-DQB10301. The binding affinity (normalized) is 0.747. (9) The peptide sequence is AAATAGGTVYGAFAA. The MHC is HLA-DQA10501-DQB10301 with pseudo-sequence HLA-DQA10501-DQB10301. The binding affinity (normalized) is 0.642. (10) The peptide sequence is IEDVQTDIPSEPWNT. The MHC is DRB1_1101 with pseudo-sequence DRB1_1101. The binding affinity (normalized) is 0.488.